Dataset: Reaction yield outcomes from USPTO patents with 853,638 reactions. Task: Predict the reaction yield, written as a fraction of the theoretical maximum amount of product (1.0 means a 100% yield; for example, 0.34 means a 34% yield). (1) The reactants are Cl[C:2]1[N:7]=[C:6]([C:8]2[C:16]3[C:11](=[CH:12][CH:13]=[CH:14][CH:15]=3)[N:10]([CH3:17])[CH:9]=2)[C:5]([Cl:18])=[CH:4][N:3]=1.O.C1(C)C=CC(S(O)(=O)=O)=CC=1.[F:31][C:32]1[C:38]([N+:39]([O-:41])=[O:40])=[CH:37][C:35]([NH2:36])=[C:34]([O:42][CH3:43])[CH:33]=1. The catalyst is CC(O)CCC. The product is [Cl:18][C:5]1[C:6]([C:8]2[C:16]3[C:11](=[CH:12][CH:13]=[CH:14][CH:15]=3)[N:10]([CH3:17])[CH:9]=2)=[N:7][C:2]([NH:36][C:35]2[CH:37]=[C:38]([N+:39]([O-:41])=[O:40])[C:32]([F:31])=[CH:33][C:34]=2[O:42][CH3:43])=[N:3][CH:4]=1. The yield is 0.720. (2) The reactants are N1C=CC=CC=1.P(Cl)(Cl)(Cl)(Cl)[Cl:8].[C:13]([CH:15]1[CH2:20][CH:19]2[CH2:21][CH2:22][CH:16]1[CH:17]=[CH:18]2)#[N:14]. The catalyst is C(Cl)(Cl)Cl. The product is [Cl:8][C:15]1([C:13]#[N:14])[CH2:20][CH:19]2[CH2:21][CH2:22][CH:16]1[CH:17]=[CH:18]2. The yield is 0.950. (3) No catalyst specified. The yield is 0.950. The product is [Br:1][C:2]1[CH:3]=[CH:4][C:5]([C:8](/[N:10]=[CH:13]/[N:14]([CH3:16])[CH3:15])=[O:9])=[N:6][CH:7]=1. The reactants are [Br:1][C:2]1[CH:3]=[CH:4][C:5]([C:8]([NH2:10])=[O:9])=[N:6][CH:7]=1.CO[CH:13](OC)[N:14]([CH3:16])[CH3:15]. (4) The reactants are C([NH:8][C:9]1[CH:10]=[CH:11][C:12]2[O:16][C:15]([CH3:18])([CH3:17])[CH:14]([C:19]3[CH:24]=[CH:23][C:22]([CH:25]([CH3:27])[CH3:26])=[CH:21][CH:20]=3)[C:13]=2[CH:28]=1)C1C=CC=CC=1. The catalyst is CCCCCC. The product is [CH:25]([C:22]1[CH:21]=[CH:20][C:19]([CH:14]2[C:13]3[CH:28]=[C:9]([NH2:8])[CH:10]=[CH:11][C:12]=3[O:16][C:15]2([CH3:18])[CH3:17])=[CH:24][CH:23]=1)([CH3:27])[CH3:26]. The yield is 0.980.